This data is from NCI-60 drug combinations with 297,098 pairs across 59 cell lines. The task is: Regression. Given two drug SMILES strings and cell line genomic features, predict the synergy score measuring deviation from expected non-interaction effect. Drug 1: C1=NC2=C(N=C(N=C2N1C3C(C(C(O3)CO)O)F)Cl)N. Drug 2: CC=C1C(=O)NC(C(=O)OC2CC(=O)NC(C(=O)NC(CSSCCC=C2)C(=O)N1)C(C)C)C(C)C. Cell line: UACC-257. Synergy scores: CSS=26.5, Synergy_ZIP=0.944, Synergy_Bliss=0.239, Synergy_Loewe=-45.0, Synergy_HSA=-2.50.